Dataset: Full USPTO retrosynthesis dataset with 1.9M reactions from patents (1976-2016). Task: Predict the reactants needed to synthesize the given product. (1) Given the product [CH2:1]([O:8][CH2:9][C:10]([NH:38][C:15]1[C:16]([CH3:37])=[CH:17][C:18]([C:20]2[N:24]=[C:23]([C:25]3[S:26][C:27]([CH2:31][N:32]([CH2:33][CH3:34])[CH2:35][CH3:36])=[C:28]([CH3:30])[CH:29]=3)[O:22][N:21]=2)=[CH:19][C:14]=1[Cl:13])=[O:11])[C:2]1[CH:7]=[CH:6][CH:5]=[CH:4][CH:3]=1, predict the reactants needed to synthesize it. The reactants are: [CH2:1]([O:8][CH2:9][C:10](Cl)=[O:11])[C:2]1[CH:7]=[CH:6][CH:5]=[CH:4][CH:3]=1.[Cl:13][C:14]1[CH:19]=[C:18]([C:20]2[N:24]=[C:23]([C:25]3[S:26][C:27]([CH2:31][N:32]([CH2:35][CH3:36])[CH2:33][CH3:34])=[C:28]([CH3:30])[CH:29]=3)[O:22][N:21]=2)[CH:17]=[C:16]([CH3:37])[C:15]=1[NH2:38]. (2) Given the product [C:9]([O:8][C:6](=[O:7])[CH:5]([C:3]#[N:4])[C:16]1[CH:21]=[CH:20][N:19]=[C:18]([S:22][CH3:23])[N:17]=1)([CH3:12])([CH3:11])[CH3:10], predict the reactants needed to synthesize it. The reactants are: [H-].[Na+].[C:3]([CH2:5][C:6]([O:8][C:9]([CH3:12])([CH3:11])[CH3:10])=[O:7])#[N:4].[H][H].Cl[C:16]1[CH:21]=[CH:20][N:19]=[C:18]([S:22][CH3:23])[N:17]=1. (3) Given the product [CH2:5]([O:6][CH2:7][CH2:8][CH2:9][CH2:10][O:12][C:13]1[CH:21]=[CH:20][C:16]([C:17]([OH:19])=[O:18])=[CH:15][CH:14]=1)[CH:4]=[CH2:3], predict the reactants needed to synthesize it. The reactants are: ClC[CH2:3][CH2:4][CH2:5][O:6][CH2:7][CH2:8][CH2:9][CH2:10]Cl.[OH:12][C:13]1[CH:21]=[CH:20][C:16]([C:17]([OH:19])=[O:18])=[CH:15][CH:14]=1.C(=O)([O-])[O-].[K+].[K+].CN(C)C=O.